Dataset: Full USPTO retrosynthesis dataset with 1.9M reactions from patents (1976-2016). Task: Predict the reactants needed to synthesize the given product. Given the product [Cl:11][C:9]1[CH:10]=[CH:2][CH:3]=[C:4]2[C:8]=1[CH:7]([NH2:12])[CH2:6][CH2:5]2, predict the reactants needed to synthesize it. The reactants are: Cl[C:2]1[CH:3]=[C:4]2[C:8](=[C:9]([Cl:11])[CH:10]=1)[CH:7]([NH2:12])[CH2:6][CH2:5]2.ClC1C=CC=C2C=1C(=O)CC2.